The task is: Predict the product of the given reaction.. This data is from Forward reaction prediction with 1.9M reactions from USPTO patents (1976-2016). (1) Given the reactants [F:1][C:2]1[CH:3]=[C:4]([CH:22]=[CH:23][C:24]=1[F:25])[CH2:5][O:6][C:7]1[CH:20]=[C:11]2[N:12]([CH2:16][C:17]([OH:19])=O)[CH2:13][CH2:14][CH2:15][N:10]2[C:9](=[O:21])[N:8]=1.[NH:26]1[CH2:30][CH2:29][CH2:28][CH2:27]1, predict the reaction product. The product is: [F:1][C:2]1[CH:3]=[C:4]([CH:22]=[CH:23][C:24]=1[F:25])[CH2:5][O:6][C:7]1[CH:20]=[C:11]2[N:12]([CH2:16][C:17](=[O:19])[N:26]3[CH2:30][CH2:29][CH2:28][CH2:27]3)[CH2:13][CH2:14][CH2:15][N:10]2[C:9](=[O:21])[N:8]=1. (2) Given the reactants [NH2:1][C:2]1[NH:6][N:5]=[C:4]([C:7]([O:9][CH2:10][CH3:11])=[O:8])[C:3]=1[CH2:12][CH2:13][CH3:14].[C:15](OCC)(=[O:20])[CH2:16][C:17]([CH3:19])=O, predict the reaction product. The product is: [CH3:19][C:17]1[NH:1][C:2]2[N:6]([N:5]=[C:4]([C:7]([O:9][CH2:10][CH3:11])=[O:8])[C:3]=2[CH2:12][CH2:13][CH3:14])[C:15](=[O:20])[CH:16]=1. (3) Given the reactants [Cl:1][C:2]1[CH:17]=[CH:16][C:5]([O:6][C:7]2[CH:12]=[CH:11][C:10]([CH2:13][CH2:14][NH2:15])=[CH:9][CH:8]=2)=[CH:4][C:3]=1[C:18]([F:21])([F:20])[F:19].CS[C:24]1[NH:25][CH:26]=[C:27]([CH2:31][C:32]2[CH:33]=[N:34][C:35](=O)[NH:36][CH:37]=2)[C:28](=[O:30])[N:29]=1.N1C=CC=C[CH:40]=1, predict the reaction product. The product is: [Cl:1][C:2]1[CH:17]=[CH:16][C:5]([O:6][C:7]2[CH:12]=[CH:11][C:10]([CH2:13][CH2:14][NH:15][C:24]3[NH:25][CH:26]=[C:27]([CH2:31][C:32]4[CH:33]=[N:34][C:35]([CH3:40])=[N:36][CH:37]=4)[C:28](=[O:30])[N:29]=3)=[CH:9][CH:8]=2)=[CH:4][C:3]=1[C:18]([F:19])([F:20])[F:21]. (4) The product is: [F:8][C:7]1[C:2]([CH:21]=[O:22])=[N:3][CH:4]=[CH:5][CH:6]=1. Given the reactants Br[C:2]1[C:7]([F:8])=[CH:6][CH:5]=[CH:4][N:3]=1.[Li]CCCC.FC1(F)CCC([C:21](N(OC)C)=[O:22])CC1, predict the reaction product. (5) Given the reactants [F:1][C:2]1[CH:3]=[C:4]([OH:9])[CH:5]=[C:6]([F:8])[CH:7]=1.[F:10][C:11]1[CH:18]=[CH:17][C:14]([CH2:15]Br)=[CH:13][CH:12]=1.C(=O)([O-])[O-].[K+].[K+], predict the reaction product. The product is: [F:1][C:2]1[CH:3]=[C:4]([O:9][CH2:15][C:14]2[CH:17]=[CH:18][C:11]([F:10])=[CH:12][CH:13]=2)[CH:5]=[C:6]([F:8])[CH:7]=1. (6) Given the reactants CCN(C(C)C)C(C)C.[CH3:10][O:11][C:12]1[CH:13]=[CH:14][CH:15]=[C:16]2[C:21]=1[O:20][C:19](=[O:22])[C:18]([C:23]([OH:25])=O)=[CH:17]2.CN(C(ON1N=NC2C=CC=NC1=2)=[N+](C)C)C.F[P-](F)(F)(F)(F)F.[CH3:50][O:51][C:52]1[CH:57]=[C:56]([O:58][CH3:59])[CH:55]=[CH:54][C:53]=1[C:60]1[CH:65]=[CH:64][CH:63]=[C:62]([NH2:66])[CH:61]=1, predict the reaction product. The product is: [CH3:50][O:51][C:52]1[CH:57]=[C:56]([O:58][CH3:59])[CH:55]=[CH:54][C:53]=1[C:60]1[CH:65]=[CH:64][CH:63]=[C:62]([NH:66][C:23]([C:18]2[C:19](=[O:22])[O:20][C:21]3[C:16]([CH:17]=2)=[CH:15][CH:14]=[CH:13][C:12]=3[O:11][CH3:10])=[O:25])[CH:61]=1. (7) Given the reactants Cl[C:2]1[CH:20]=[CH:19][C:5]([CH:6](OC2CNC2)[C:7]2C=CC(Cl)=CC=2)=[CH:4][CH:3]=1.[N-]=C=O.Cl[C:25]1[CH:50]=[C:49]([Cl:51])[CH:48]=[CH:47][C:26]=1[CH:27]([O:35][CH:36]1[CH2:39][N:38]([C:40]([NH:42]C(C)(C)C)=[O:41])[CH2:37]1)[C:28]1[CH:33]=[CH:32][C:31]([Cl:34])=[CH:30][CH:29]=1, predict the reaction product. The product is: [Cl:34][C:31]1[CH:30]=[CH:29][C:28]([CH:27]([O:35][CH:36]2[CH2:39][N:38]([C:40]([NH:42][CH2:7][CH2:6][C:5]3[CH:19]=[CH:20][CH:2]=[CH:3][CH:4]=3)=[O:41])[CH2:37]2)[C:26]2[CH:25]=[CH:50][C:49]([Cl:51])=[CH:48][CH:47]=2)=[CH:33][CH:32]=1. (8) Given the reactants [N+:1]([C:4]1[CH:5]=[C:6]([N:13]2[CH:17]=[CH:16][CH:15]=[CH:14]2)[CH:7]=[C:8]([N+:10]([O-:12])=[O:11])[CH:9]=1)([O-])=O.N1C=CC=CC=1.[NH4+]=S, predict the reaction product. The product is: [N+:10]([C:8]1[CH:9]=[C:4]([NH2:1])[CH:5]=[C:6]([N:13]2[CH:14]=[CH:15][CH:16]=[CH:17]2)[CH:7]=1)([O-:12])=[O:11]. (9) Given the reactants [Si]([O:8][CH:9]1[CH2:13][N:12](C(OC(C)(C)C)=O)[C@@H:11]([C:21]2[CH:26]=[C:25]([F:27])[CH:24]=[CH:23][C:22]=2[O:28][CH3:29])[CH2:10]1)(C(C)(C)C)(C)C.[ClH:30].O1CCOCC1, predict the reaction product. The product is: [ClH:30].[F:27][C:25]1[CH:24]=[CH:23][C:22]([O:28][CH3:29])=[C:21]([CH:11]2[NH:12][CH2:13][C@H:9]([OH:8])[CH2:10]2)[CH:26]=1. (10) Given the reactants [CH2:1]([N:8]1[CH2:13][CH2:12][C:11](=[O:14])[CH2:10][CH2:9]1)[C:2]1[CH:7]=[CH:6][CH:5]=[CH:4][CH:3]=1.[CH3:15][Li], predict the reaction product. The product is: [CH2:1]([N:8]1[CH2:13][CH2:12][C:11]([CH3:15])([OH:14])[CH2:10][CH2:9]1)[C:2]1[CH:3]=[CH:4][CH:5]=[CH:6][CH:7]=1.